Dataset: Reaction yield outcomes from USPTO patents with 853,638 reactions. Task: Predict the reaction yield, written as a fraction of the theoretical maximum amount of product (1.0 means a 100% yield; for example, 0.34 means a 34% yield). (1) The reactants are [NH:1]1[C:9]2[C:4](=[CH:5][C:6]([C:10]3[C:19]([N:20]4[CH2:24][CH2:23][CH2:22][C@@H:21]4[CH3:25])=[N:18][C:17]4[C:12](=[CH:13][C:14]([O:30]C)=[C:15]([C:26]([O:28][CH3:29])=[O:27])[CH:16]=4)[N:11]=3)=[CH:7][CH:8]=2)[CH:3]=[N:2]1.B(Br)(Br)Br. The catalyst is ClCCl. The product is [OH:30][C:14]1[CH:13]=[C:12]2[C:17]([N:18]=[C:19]([N:20]3[CH2:24][CH2:23][CH2:22][C@@H:21]3[CH3:25])[C:10]([C:6]3[CH:5]=[C:4]4[C:9](=[CH:8][CH:7]=3)[NH:1][N:2]=[CH:3]4)=[N:11]2)=[CH:16][C:15]=1[C:26]([O:28][CH3:29])=[O:27]. The yield is 0.900. (2) The reactants are [F:1][C:2]1[CH:6]=[N:5][N:4]([CH3:7])[C:3]=1[C:8]1[CH:9]=[C:10]([NH2:16])[CH:11]=[CH:12][C:13]=1[O:14][CH3:15].[Cl:17][C:18]1[CH:23]=[CH:22][C:21]([N:24]=[C:25]=[O:26])=[CH:20][C:19]=1[C:27]([F:30])([F:29])[F:28]. No catalyst specified. The product is [Cl:17][C:18]1[CH:23]=[CH:22][C:21]([NH:24][C:25]([NH:16][C:10]2[CH:11]=[CH:12][C:13]([O:14][CH3:15])=[C:8]([C:3]3[N:4]([CH3:7])[N:5]=[CH:6][C:2]=3[F:1])[CH:9]=2)=[O:26])=[CH:20][C:19]=1[C:27]([F:28])([F:29])[F:30]. The yield is 0.290.